Dataset: Reaction yield outcomes from USPTO patents with 853,638 reactions. Task: Predict the reaction yield, written as a fraction of the theoretical maximum amount of product (1.0 means a 100% yield; for example, 0.34 means a 34% yield). (1) The reactants are [NH2:1][C:2]1[CH:10]=[C:9]([O:11][CH2:12][C:13]2[CH:18]=[CH:17][CH:16]=[CH:15][CH:14]=2)[C:8]([O:19][CH3:20])=[CH:7][C:3]=1[C:4]([NH2:6])=[O:5].[CH3:21]N(C=NC=[N+](C)C)C.[Cl-].C([O-])(=O)C.[Na+].C(O)(=O)C. The catalyst is O1CCOCC1. The product is [CH2:12]([O:11][C:9]1[CH:10]=[C:2]2[C:3]([C:4](=[O:5])[NH:6][CH:21]=[N:1]2)=[CH:7][C:8]=1[O:19][CH3:20])[C:13]1[CH:14]=[CH:15][CH:16]=[CH:17][CH:18]=1. The yield is 0.840. (2) The reactants are [CH2:1]([OH:8])[C:2]1[CH:7]=[CH:6][CH:5]=[CH:4][CH:3]=1.Cl[S:10]([N:13]=[C:14]=[O:15])(=[O:12])=[O:11].[CH3:16][CH:17]1[CH2:22][CH2:21][CH:20]([NH2:23])[CH2:19][CH2:18]1.Cl. The catalyst is ClCCl.C(OCC)(=O)C.N1C=CC=CC=1. The product is [CH3:16][CH:17]1[CH2:22][CH2:21][CH:20]([NH:23][S:10]([NH:13][C:14](=[O:15])[O:8][CH2:1][C:2]2[CH:7]=[CH:6][CH:5]=[CH:4][CH:3]=2)(=[O:12])=[O:11])[CH2:19][CH2:18]1. The yield is 0.720. (3) The catalyst is CN(C=O)C.CCOC(C)=O.O. The reactants are [NH2:1][C:2]1[CH:3]=[C:4]([SH:8])[CH:5]=[CH:6][CH:7]=1.Cl.Cl[C:11]1[CH:16]=[CH:15][N:14]=[CH:13][CH:12]=1.C([O-])([O-])=O.[K+].[K+]. The yield is 0.660. The product is [N:14]1[CH:15]=[CH:16][C:11]([S:8][C:4]2[CH:3]=[C:2]([CH:7]=[CH:6][CH:5]=2)[NH2:1])=[CH:12][CH:13]=1. (4) The reactants are [CH3:1][O:2][C:3]([C:5]1[S:6][C:7]([C:26]2[CH:31]=[CH:30][CH:29]=[CH:28][CH:27]=2)=[CH:8][C:9]=1[N:10]([C:17]([CH:19]1[CH2:24][CH2:23][CH:22]([CH3:25])[CH2:21][CH2:20]1)=[O:18])[CH:11]1[CH2:16][CH2:15][NH:14][CH2:13][CH2:12]1)=[O:4].[CH:32](=O)[C:33]1[CH:38]=[CH:37][CH:36]=[CH:35][CH:34]=1.C(O[BH-](OC(=O)C)OC(=O)C)(=O)C.[Na+]. The catalyst is ClC(Cl)C. The product is [CH3:1][O:2][C:3]([C:5]1[S:6][C:7]([C:26]2[CH:27]=[CH:28][CH:29]=[CH:30][CH:31]=2)=[CH:8][C:9]=1[N:10]([CH:11]1[CH2:16][CH2:15][N:14]([CH2:32][C:33]2[CH:38]=[CH:37][CH:36]=[CH:35][CH:34]=2)[CH2:13][CH2:12]1)[C:17]([CH:19]1[CH2:20][CH2:21][CH:22]([CH3:25])[CH2:23][CH2:24]1)=[O:18])=[O:4]. The yield is 0.610. (5) The reactants are [Li+].[OH-].C([O:5][C:6](=[O:41])[CH2:7][C@H:8]([NH:12][C:13]([C:15]1[CH:20]=[CH:19][C:18]([C:21]2[CH:26]=[CH:25][CH:24]=[C:23]([F:27])[CH:22]=2)=[CH:17][C:16]=1[NH:28][C:29]([NH:31][C:32]1[C:37]([CH3:38])=[CH:36][C:35]([CH3:39])=[CH:34][C:33]=1[CH3:40])=[O:30])=[O:14])[C:9]([OH:11])=[O:10])C. The yield is 0.740. The catalyst is O.C1COCC1.CO. The product is [F:27][C:23]1[CH:22]=[C:21]([C:18]2[CH:19]=[CH:20][C:15]([C:13]([NH:12][C@H:8]([C:9]([OH:11])=[O:10])[CH2:7][C:6]([OH:41])=[O:5])=[O:14])=[C:16]([NH:28][C:29]([NH:31][C:32]3[C:33]([CH3:40])=[CH:34][C:35]([CH3:39])=[CH:36][C:37]=3[CH3:38])=[O:30])[CH:17]=2)[CH:26]=[CH:25][CH:24]=1. (6) The reactants are [Cl:1][C:2]1[C:7]([N:8]2[CH2:13][CH2:12][CH:11]([C:14]3[CH:19]=[C:18]([F:20])[C:17]([F:21])=[CH:16][C:15]=3[O:22][CH:23]([F:25])[F:24])[CH2:10][CH2:9]2)=[CH:6][N:5]=[N:4][C:3]=1[NH:26][NH2:27].C(=O)([O-])[O-].[Na+].[Na+].[F:34][C:35]([F:41])([F:40])[CH2:36][C:37](Cl)=[O:38]. The catalyst is C(OCC)(=O)C.C1COCC1.C(=O)(O)[O-].[Na+]. The product is [Cl:1][C:2]1[C:7]([N:8]2[CH2:9][CH2:10][CH:11]([C:14]3[CH:19]=[C:18]([F:20])[C:17]([F:21])=[CH:16][C:15]=3[O:22][CH:23]([F:25])[F:24])[CH2:12][CH2:13]2)=[CH:6][N:5]=[N:4][C:3]=1[NH:26][NH:27][C:37](=[O:38])[CH2:36][C:35]([F:41])([F:40])[F:34]. The yield is 0.207. (7) The reactants are C(N(CC)CC)C.[CH2:8]([C:10]1[O:14][N:13]=[C:12](C(Cl)=O)[CH:11]=1)C.[C:18]1([C:24]2[N:25]=[C:26]3[N:31]=[C:30]([NH2:32])[CH:29]=[CH:28][N:27]3[CH:33]=2)[CH:23]=[CH:22][CH:21]=[CH:20][CH:19]=1.[OH2:34].CC#N. The catalyst is ClCCl. The product is [C:18]1([C:24]2[N:25]=[C:26]3[N:31]=[C:30]([NH:32][C:8]([C:10]4[O:14][N:13]=[CH:12][CH:11]=4)=[O:34])[CH:29]=[CH:28][N:27]3[CH:33]=2)[CH:19]=[CH:20][CH:21]=[CH:22][CH:23]=1. The yield is 0.160. (8) The reactants are [CH2:1]([O:3][C:4](=[O:29])[CH2:5][C:6]1[CH:11]=[CH:10][C:9]([NH:12][C:13]([NH:15][C:16]2[S:17][C:18](Br)=[CH:19][N:20]=2)=[O:14])=[C:8]([C:22]([CH:24]2[CH2:28][CH2:27][CH2:26][CH2:25]2)=[O:23])[CH:7]=1)[CH3:2].[NH:30]1[CH:34]=[CH:33][N:32]=[C:31]1[SH:35]. No catalyst specified. The product is [CH2:1]([O:3][C:4](=[O:29])[CH2:5][C:6]1[CH:11]=[CH:10][C:9]([NH:12][C:13]([NH:15][C:16]2[S:17][C:18]([S:35][C:31]3[NH:30][CH:34]=[CH:33][N:32]=3)=[CH:19][N:20]=2)=[O:14])=[C:8]([C:22]([CH:24]2[CH2:28][CH2:27][CH2:26][CH2:25]2)=[O:23])[CH:7]=1)[CH3:2]. The yield is 0.240. (9) The reactants are [OH:1][C:2]1[CH:21]=[CH:20][CH:19]=[CH:18][C:3]=1[C:4]([NH:6][CH:7]([CH3:17])[CH2:8][NH:9]C(=O)OC(C)(C)C)=[O:5]. The catalyst is Cl.CO. The product is [NH2:9][CH2:8][CH:7]([NH:6][C:4](=[O:5])[C:3]1[CH:18]=[CH:19][CH:20]=[CH:21][C:2]=1[OH:1])[CH3:17]. The yield is 0.960.